The task is: Predict the reactants needed to synthesize the given product.. This data is from Full USPTO retrosynthesis dataset with 1.9M reactions from patents (1976-2016). (1) Given the product [Cl:18][C:5]1[CH:4]=[C:3]([C:2]([F:15])([F:14])[F:1])[C:12]2[C:7](=[CH:8][CH:9]=[CH:10][CH:11]=2)[N:6]=1, predict the reactants needed to synthesize it. The reactants are: [F:1][C:2]([F:15])([F:14])[C:3]1[C:12]2[C:7](=[CH:8][CH:9]=[CH:10][CH:11]=2)[N:6]=[C:5](O)[CH:4]=1.O=P(Cl)(Cl)[Cl:18]. (2) Given the product [Br:19][C:17]1[CH:16]=[N:15][N:14]([CH:11]2[CH2:12][CH2:13][NH:8][CH2:9][CH2:10]2)[CH:18]=1, predict the reactants needed to synthesize it. The reactants are: C(OC([N:8]1[CH2:13][CH2:12][CH:11]([N:14]2[CH:18]=[C:17]([Br:19])[CH:16]=[N:15]2)[CH2:10][CH2:9]1)=O)(C)(C)C.C(O)(C(F)(F)F)=O. (3) The reactants are: C(O[C@@H:5]1[C@H:10]([O:11][C:12](=[O:14])[CH3:13])[C@@H:9]([O:15][C:16](=[O:18])[CH3:17])[C@H:8]([O:19][C:20](=[O:22])[CH3:21])[C@@H:7]([CH2:23][O:24][C:25](=[O:27])[CH3:26])[O:6]1)(=O)C.[CH2:28]([OH:35])[C:29]1[CH:34]=[CH:33][CH:32]=[CH:31][CH:30]=1.B(F)(F)F. Given the product [C:20]([O:19][C@H:8]1[C@H:9]([O:15][C:16](=[O:18])[CH3:17])[C@@H:10]([O:11][C:12](=[O:14])[CH3:13])[C@H:5]([O:35][CH2:28][C:29]2[CH:34]=[CH:33][CH:32]=[CH:31][CH:30]=2)[O:6][C@@H:7]1[CH2:23][O:24][C:25](=[O:27])[CH3:26])(=[O:22])[CH3:21], predict the reactants needed to synthesize it. (4) Given the product [O:49]1[CH2:50][CH2:51][N:46]([C:2]2[CH:7]=[N:6][CH:5]=[C:4]([C:8]3[CH:13]=[CH:12][C:11]([CH3:14])=[CH:10][CH:9]=3)[N:3]=2)[CH2:47][CH2:48]1, predict the reactants needed to synthesize it. The reactants are: Cl[C:2]1[CH:7]=[N:6][CH:5]=[C:4]([C:8]2[CH:13]=[CH:12][C:11]([CH3:14])=[CH:10][CH:9]=2)[N:3]=1.CC(C)([O-])C.[Na+].C1(P(C2CCCCC2)C2C=CC=CC=2C2C=CC=CC=2)CCCCC1.[NH:46]1[CH2:51][CH2:50][O:49][CH2:48][CH2:47]1. (5) Given the product [F:14][C:11]1[CH:10]=[CH:9][CH:8]=[C:7]2[C:12]=1[CH2:13][CH:5]([C:3]([OH:4])=[O:2])[CH2:6]2, predict the reactants needed to synthesize it. The reactants are: C[O:2][C:3]([CH:5]1[CH2:13][C:12]2[C:7](=[CH:8][CH:9]=[CH:10][C:11]=2[F:14])[CH2:6]1)=[O:4]. (6) Given the product [CH2:1]([N:8]1[C:16]2[C:11](=[N:12][C:13]([N:23]([C:32]([O:34][C:35]([CH3:38])([CH3:37])[CH3:36])=[O:33])[NH:24][C:25]([O:27][C:28]([CH3:29])([CH3:30])[CH3:31])=[O:26])=[CH:14][CH:15]=2)[CH:10]=[C:9]1[C:18]1[S:19][CH:20]=[CH:21][CH:22]=1)[C:2]1[CH:7]=[CH:6][CH:5]=[CH:4][CH:3]=1, predict the reactants needed to synthesize it. The reactants are: [CH2:1]([N:8]1[C:16]2[C:11](=[N:12][C:13](Cl)=[CH:14][CH:15]=2)[CH:10]=[C:9]1[C:18]1[S:19][CH:20]=[CH:21][CH:22]=1)[C:2]1[CH:7]=[CH:6][CH:5]=[CH:4][CH:3]=1.[NH:23]([C:32]([O:34][C:35]([CH3:38])([CH3:37])[CH3:36])=[O:33])[NH:24][C:25]([O:27][C:28]([CH3:31])([CH3:30])[CH3:29])=[O:26].C([O-])([O-])=O.[Cs+].[Cs+]. (7) Given the product [ClH:34].[ClH:34].[CH3:20][N:12]1[CH2:11][C@H:10]2[C@H:15]([C:16]3[CH:1]=[CH:2][CH:3]=[C:4]4[C:17]=3[N:8]([CH2:7][CH2:6][CH2:5]4)[CH2:9]2)[CH2:14][CH2:13]1, predict the reactants needed to synthesize it. The reactants are: [CH:1]1[C:16]2=[C:17]3[C:4]([CH2:5][CH2:6][CH2:7][N:8]3[CH2:9][C@@H:10]3[C@H:15]2[CH2:14][CH2:13][NH:12][CH2:11]3)=[CH:3][CH:2]=1.C=O.[C:20](O[BH-](OC(=O)C)OC(=O)C)(=O)C.[Na+].[ClH:34].